Dataset: Full USPTO retrosynthesis dataset with 1.9M reactions from patents (1976-2016). Task: Predict the reactants needed to synthesize the given product. Given the product [CH2:1]([NH:3][C:4]([C:6]1[C:14]2[C:9](=[N:10][CH:11]=[C:12]([O:58][C:54]3[CH:55]=[CH:56][CH:57]=[C:52]([C:48]([CH3:51])([CH3:50])[CH3:49])[CH:53]=3)[N:13]=2)[NH:8][CH:7]=1)=[O:5])[CH3:2], predict the reactants needed to synthesize it. The reactants are: [CH2:1]([NH:3][C:4]([C:6]1[C:14]2[C:9](=[N:10][CH:11]=[C:12](Br)[N:13]=2)[N:8](COCC[Si](C)(C)C)[CH:7]=1)=[O:5])[CH3:2].C(NC(C1C2C(=NC=C(Br)N=2)N(COCC[Si](C)(C)C)C=1)=O)(C)C.[C:48]([C:52]1[CH:53]=[C:54]([OH:58])[CH:55]=[CH:56][CH:57]=1)([CH3:51])([CH3:50])[CH3:49].C(C1C=C(O)C=CC=1)#N.